Dataset: Experimentally validated miRNA-target interactions with 360,000+ pairs, plus equal number of negative samples. Task: Binary Classification. Given a miRNA mature sequence and a target amino acid sequence, predict their likelihood of interaction. (1) The miRNA is hsa-let-7d-3p with sequence CUAUACGACCUGCUGCCUUUCU. The protein sequence of the target gene is MAFLKLRDQPSLVQAIFNGDPDEVRALIFKKEDVNFQDNEKRTPLHAAAYLGDAEIIELLILSGARVNAKDSKWLTPLHRAVASCSEEAVQVLLKHSADVNARDKNWQTPLHIAAANKAVKCAEALVPLLSNVNVSDRAGRTALHHAAFSGHGEMVKLLLSRGANINAFDKKDRRAIHWAAYMGHIEVVKLLVSHGAEVTCKDKKSYTPLHAAASSGMISVVKYLLDLGVDMNEPNAYGNTPLHVACYNGQDVVVNELIDCGAIVNQKNEKGFTPLHFAAASTHGALCLELLVGNGADVN.... Result: 0 (no interaction). (2) The miRNA is hsa-miR-548bb-3p with sequence CAAAAACCAUAGUUACUUUUGC. The protein sequence of the target gene is MEQPWPPPGPWSLPRAEGEAEEESDFDVFPSSPRCPQLPGGGAQMYSHGIELACQKQKEFVKSSVACKWNLAEAQQKLGSLALHNSESLDQEHAKAQTAVSELRQREEEWRQKEEALVQREKMCLWSTDAISKDVFNKSFINQDKRKDTEDEDKSESFMQKYEQKIRHFGMLSRWDDSQRFLSDHPYLVCEETAKYLILWCFHLEAEKKGALMEQIAHQAVVMQFIMEMAKNCNVDPRGCFRLFFQKAKAEEEGYFEAFKNELEAFKSRVRLYSQSQSFQPMTVQNHVPHSGVGSIGLLE.... Result: 1 (interaction). (3) The miRNA is hsa-miR-548c-5p with sequence AAAAGUAAUUGCGGUUUUUGCC. The protein sequence of the target gene is MTVEQNVLQQSAAQKHQQTFLNQLREITGINDAQILQQALKDSNGNLELAVAFLTAKNAKTPPQEETGYYQTALPGNDRYISVGSQADANVIDLTGDDKDDLQRAIALSLAESNRAFRETGITDEEQAISRVLEASIAENKACLKRTPIEVWRDSRNPYDRKRQEKAPVGLKNVGNTCWFSAVIQSLFNLLEFRRLVLNYKPPSNAQDLPRNQKEHRNLPFMRELRYLFALLVGTKRKYVDPSRAVEILKDAFKSNDSQQQDVSEFTHKLLDWLEDAFQMKAEEETDEEKPKNPMVELFY.... Result: 0 (no interaction). (4) The miRNA is hsa-miR-27b-3p with sequence UUCACAGUGGCUAAGUUCUGC. The protein sequence of the target gene is MTANRLAESLLALSQQEELADLPKDYLLSESEDEGDNDGERKHQKLLEAISSLDGKNRRKLAERSEASLKVSEFNVSSEGSGEKLVLADLLEPVKTSSSLATVKKQLSRVKSKKTVELPLNKEEIERIHREVAFNKTAQVLSKWDPVVLKNRQAEQLVFPLEKEEPAIAPIEHVLSGWKARTPLEQEIFNLLHKNKQPVTDPLLTPVEKASLRAMSLEEAKMRRAELQRARALQSYYEAKARREKKIKSKKYHKVVKKGKAKKALKEFEQLRKVNPAAALEELEKIEKARMMERMSLKHQ.... Result: 1 (interaction).